Dataset: Reaction yield outcomes from USPTO patents with 853,638 reactions. Task: Predict the reaction yield, written as a fraction of the theoretical maximum amount of product (1.0 means a 100% yield; for example, 0.34 means a 34% yield). (1) The reactants are [C:1]([C:4]1[CH:9]=[CH:8][C:7]([C:10]2[CH:15]=[CH:14][N:13]([CH2:16][CH2:17][C:18]([CH3:27])([S:23]([CH3:26])(=[O:25])=[O:24])[C:19]([NH:21][OH:22])=[O:20])[C:12](=[O:28])[CH:11]=2)=[CH:6][CH:5]=1)(=O)[CH3:2].Cl.[CH3:30][O:31][NH2:32].C([O-])(=O)C.[Na+]. The product is [OH:22][NH:21][C:19](=[O:20])[C:18]([CH3:27])([S:23]([CH3:26])(=[O:25])=[O:24])[CH2:17][CH2:16][N:13]1[CH:14]=[CH:15][C:10]([C:7]2[CH:8]=[CH:9][C:4](/[C:1](=[N:32]/[O:31][CH3:30])/[CH3:2])=[CH:5][CH:6]=2)=[CH:11][C:12]1=[O:28]. The yield is 0.807. The catalyst is C(O)C. (2) The reactants are [Li+].[OH-].[F:3][C:4]1[CH:20]=[CH:19][C:7]([CH2:8][C:9]2[NH:13][N:12]=[C:11]([C:14]([O:16]CC)=[O:15])[CH:10]=2)=[CH:6][CH:5]=1. The catalyst is C1COCC1. The product is [F:3][C:4]1[CH:5]=[CH:6][C:7]([CH2:8][C:9]2[NH:13][N:12]=[C:11]([C:14]([OH:16])=[O:15])[CH:10]=2)=[CH:19][CH:20]=1. The yield is 0.850.